The task is: Predict the reaction yield, written as a fraction of the theoretical maximum amount of product (1.0 means a 100% yield; for example, 0.34 means a 34% yield).. This data is from Reaction yield outcomes from USPTO patents with 853,638 reactions. (1) The reactants are Cl[CH2:2][CH2:3][CH2:4][N:5]([CH2:12][CH2:13][NH:14][CH2:15][CH3:16])[C:6]1[CH:11]=[CH:10][CH:9]=[CH:8][CH:7]=1.[K+].[Br-].C([O-])([O-])=O.[Na+].[Na+]. The catalyst is CN(C=O)C. The product is [CH2:15]([N:14]1[CH2:2][CH2:3][CH2:4][N:5]([C:6]2[CH:11]=[CH:10][CH:9]=[CH:8][CH:7]=2)[CH2:12][CH2:13]1)[CH3:16]. The yield is 0.880. (2) The reactants are C(=O)([O-])[O-].[K+].[K+].[Cl:7][C:8]1[C:15]([OH:16])=[CH:14][CH:13]=[CH:12][C:9]=1[C:10]#[N:11].[F:17][C:18]([F:37])([F:36])[S:19](N(C1C=CC=CC=1)[S:19]([C:18]([F:37])([F:36])[F:17])(=[O:21])=[O:20])(=[O:21])=[O:20]. The catalyst is C1COCC1. The product is [F:17][C:18]([F:37])([F:36])[S:19]([O:16][C:15]1[CH:14]=[CH:13][CH:12]=[C:9]([C:10]#[N:11])[C:8]=1[Cl:7])(=[O:21])=[O:20]. The yield is 0.748. (3) The reactants are [NH2:1][C:2]1[CH:9]=[CH:8][C:7]([N+:10]([O-:12])=[O:11])=[CH:6][C:3]=1[C:4]#[N:5].CO[CH:15](OC)[N:16]([CH3:18])[CH3:17]. No catalyst specified. The product is [C:4]([C:3]1[CH:6]=[C:7]([N+:10]([O-:12])=[O:11])[CH:8]=[CH:9][C:2]=1[N:1]=[CH:15][N:16]([CH3:18])[CH3:17])#[N:5]. The yield is 0.870. (4) The reactants are [Cl:1][C:2]1[CH:10]=[CH:9][C:8]2[NH:7][C:6]3[CH2:11][CH2:12][N:13]([CH3:15])[CH2:14][C:5]=3[C:4]=2[CH:3]=1.[OH-].[K+].[CH2:18]([C:20]1[CH:25]=[CH:24][C:23]([CH:26]=[CH2:27])=[CH:22][N:21]=1)[CH3:19]. The catalyst is CN1CCCC1=O.O. The product is [Cl:1][C:2]1[CH:10]=[CH:9][C:8]2[N:7]([CH2:27][CH2:26][C:23]3[CH:22]=[N:21][C:20]([CH2:18][CH3:19])=[CH:25][CH:24]=3)[C:6]3[CH2:11][CH2:12][N:13]([CH3:15])[CH2:14][C:5]=3[C:4]=2[CH:3]=1. The yield is 0.100. (5) The reactants are [I:1][C:2]1[CH:9]=[CH:8][C:5]([CH2:6][NH2:7])=[CH:4][CH:3]=1.[C:10]([O:14][C:15](=[O:18])[CH2:16]Br)([CH3:13])([CH3:12])[CH3:11].C(=O)([O-])[O-].[K+].[K+]. The catalyst is C1(C)C=CC=CC=1.O. The product is [C:10]([O:14][C:15](=[O:18])[CH2:16][NH:7][CH2:6][C:5]1[CH:8]=[CH:9][C:2]([I:1])=[CH:3][CH:4]=1)([CH3:13])([CH3:12])[CH3:11]. The yield is 0.310. (6) The reactants are [NH2:1][C:2]1[CH:7]=[CH:6][C:5]([C:8]2[CH2:9][C@H:10]3[C:16](=O)[N:15](COCC[Si](C)(C)C)[C:14]4[CH:26]=[C:27]([O:32][CH2:33][CH2:34][CH2:35][O:36][C:37]5[C:38]([O:64][CH3:65])=[CH:39][C:40]6[C:46](=[O:47])[N:45]7[CH:48]=[C:49]([CH:51]8[CH2:53][CH2:52]8)[CH2:50][C@H:44]7[C:43](=O)[N:42](COCC[Si](C)(C)C)[C:41]=6[CH:63]=5)[C:28]([O:30][CH3:31])=[CH:29][C:13]=4[C:12](=[O:66])[N:11]3[CH:67]=2)=[CH:4][CH:3]=1.[Li+].[B-](CC)(CC)CC. The catalyst is C1COCC1. The product is [NH2:1][C:2]1[CH:3]=[CH:4][C:5]([C:8]2[CH2:9][C@H:10]3[CH:16]=[N:15][C:14]4[CH:26]=[C:27]([O:32][CH2:33][CH2:34][CH2:35][O:36][C:37]5[C:38]([O:64][CH3:65])=[CH:39][C:40]6[C:46](=[O:47])[N:45]7[CH:48]=[C:49]([CH:51]8[CH2:53][CH2:52]8)[CH2:50][C@H:44]7[CH:43]=[N:42][C:41]=6[CH:63]=5)[C:28]([O:30][CH3:31])=[CH:29][C:13]=4[C:12](=[O:66])[N:11]3[CH:67]=2)=[CH:6][CH:7]=1. The yield is 0.660. (7) The reactants are C[O:2][C:3](=O)[C@H:4]([N:14]([CH2:27][C:28]1[CH:33]=[CH:32][C:31]([F:34])=[CH:30][CH:29]=1)[C:15]([C@@H:17]([NH:19]C(OC(C)(C)C)=O)[CH3:18])=[O:16])[CH2:5][O:6][CH2:7][C:8]1[CH:13]=[CH:12][CH:11]=[CH:10][CH:9]=1.FC(F)(F)C(O)=O. The catalyst is C(Cl)Cl. The product is [F:34][C:31]1[CH:32]=[CH:33][C:28]([CH2:27][N:14]2[C:15](=[O:16])[C@H:17]([CH3:18])[NH:19][C:3](=[O:2])[C@H:4]2[CH2:5][O:6][CH2:7][C:8]2[CH:13]=[CH:12][CH:11]=[CH:10][CH:9]=2)=[CH:29][CH:30]=1. The yield is 0.830. (8) The reactants are [CH:1]1([C:7]([NH2:9])=[O:8])[CH2:6][CH2:5][CH2:4][CH2:3][CH2:2]1.Cl[CH2:11][C:12](=O)[CH2:13][C:14]([O:16][CH2:17][CH3:18])=[O:15]. The catalyst is C1(C)C=CC=CC=1.O1CCOCC1. The product is [CH2:17]([O:16][C:14](=[O:15])[CH2:13][C:12]1[N:9]=[C:7]([CH:1]2[CH2:6][CH2:5][CH2:4][CH2:3][CH2:2]2)[O:8][CH:11]=1)[CH3:18]. The yield is 0.520.